This data is from Forward reaction prediction with 1.9M reactions from USPTO patents (1976-2016). The task is: Predict the product of the given reaction. (1) Given the reactants C1C=CC(P(C2C([C:18]3[C:19](P(C4C=CC=CC=4)C4C=CC=CC=4)=[CH:20][CH:21]=[C:22]4[C:17]=3[CH:16]=CC=C4)=[C:22]3[C:17]([CH:18]=[CH:19][CH:20]=[CH:21]3)=[CH:16]C=2)C2C=CC=CC=2)=CC=1.Cl.[CH3:48][C:49]1([CH3:74])[CH:53]([C:54]2[CH:59]=[CH:58][C:57]([CH3:60])=[CH:56][CH:55]=2)[C:52]2[C:61]([CH3:73])=[C:62]([N:67]3[CH2:72][CH2:71][NH:70][CH2:69][CH2:68]3)[C:63]([CH3:66])=[C:64]([CH3:65])[C:51]=2[O:50]1.CC(C)([O-])C.[Na+].BrC1C=CC(C)=CC=1, predict the reaction product. The product is: [CH3:48][C:49]1([CH3:74])[CH:53]([C:54]2[CH:55]=[CH:56][C:57]([CH3:60])=[CH:58][CH:59]=2)[C:52]2[C:61]([CH3:73])=[C:62]([N:67]3[CH2:72][CH2:71][N:70]([C:20]4[CH:21]=[CH:22][C:17]([CH3:16])=[CH:18][CH:19]=4)[CH2:69][CH2:68]3)[C:63]([CH3:66])=[C:64]([CH3:65])[C:51]=2[O:50]1. (2) Given the reactants CCCCCCCCCCC.[CH2:12]([C:15]1([CH3:25])[CH:21]2[CH2:22][C:18]([CH3:23])([CH2:19][CH2:20]2)[CH2:17][C:16]1=[O:24])[CH:13]=[CH2:14].COCCO[AlH2-]OCCOC.[Na+], predict the reaction product. The product is: [CH2:12]([C:15]1([CH3:25])[CH:21]2[CH2:22][C:18]([CH3:23])([CH2:19][CH2:20]2)[CH2:17][CH:16]1[OH:24])[CH:13]=[CH2:14]. (3) Given the reactants [CH3:1][N:2]1[CH2:6][C:5](=[O:7])[NH:4][C:3]1=[O:8].C([O-])([O-])=O.[K+].[K+].Br[CH2:16][C:17]([C:19]1[CH:24]=[CH:23][CH:22]=[CH:21][CH:20]=1)=[O:18], predict the reaction product. The product is: [CH3:1][N:2]1[CH2:6][C:5](=[O:7])[N:4]([CH2:16][C:17](=[O:18])[C:19]2[CH:24]=[CH:23][CH:22]=[CH:21][CH:20]=2)[C:3]1=[O:8]. (4) Given the reactants [CH2:1]([C:4]1[C:5](=[O:10])[NH:6][CH:7]=[CH:8][CH:9]=1)[CH2:2][CH3:3].CC(C)([O-])C.[K+].F[C:18]1[CH:23]=[CH:22][C:21]([N+:24]([O-:26])=[O:25])=[CH:20][C:19]=1[O:27][CH3:28].O, predict the reaction product. The product is: [CH3:28][O:27][C:19]1[CH:20]=[C:21]([N+:24]([O-:26])=[O:25])[CH:22]=[CH:23][C:18]=1[N:6]1[CH:7]=[CH:8][CH:9]=[C:4]([CH2:1][CH2:2][CH3:3])[C:5]1=[O:10]. (5) Given the reactants [CH3:1][O:2][C:3]1[CH:20]=[CH:19][C:6]([C:7]([C:9]2[CH:10]=[C:11]([S:15](Cl)(=[O:17])=[O:16])[CH:12]=[CH:13][CH:14]=2)=[O:8])=[CH:5][CH:4]=1.[NH3:21], predict the reaction product. The product is: [CH3:1][O:2][C:3]1[CH:20]=[CH:19][C:6]([C:7]([C:9]2[CH:10]=[C:11]([S:15]([NH2:21])(=[O:17])=[O:16])[CH:12]=[CH:13][CH:14]=2)=[O:8])=[CH:5][CH:4]=1. (6) Given the reactants Cl.[CH3:2][O:3][C:4](=[O:9])[C:5]([NH2:8])(C)[CH3:6].C[C:11]1[CH:16]=[CH:15][CH:14]=[CH:13][C:12]=1[S:17](Cl)(=[O:19])=[O:18].[CH2:21](N(CC)CC)C.O, predict the reaction product. The product is: [CH3:2][O:3][C:4](=[O:9])[CH:5]([N:8]([CH3:21])[S:17]([C:12]1[CH:13]=[CH:14][CH:15]=[CH:16][CH:11]=1)(=[O:19])=[O:18])[CH3:6]. (7) Given the reactants [CH3:1][C:2]1[CH:11]=[CH:10][C:5]2[NH:6][C:7](=[O:9])[O:8][C:4]=2[CH:3]=1.C([O-])([O-])=O.[K+].[K+].[CH2:18]([O:25][C:26](=[O:29])[CH2:27]Br)[C:19]1[CH:24]=[CH:23][CH:22]=[CH:21][CH:20]=1, predict the reaction product. The product is: [CH2:18]([O:25][C:26](=[O:29])[CH2:27][N:6]1[C:5]2[CH:10]=[CH:11][C:2]([CH3:1])=[CH:3][C:4]=2[O:8][C:7]1=[O:9])[C:19]1[CH:24]=[CH:23][CH:22]=[CH:21][CH:20]=1. (8) Given the reactants [Cl:1][C:2]1[CH:7]=[CH:6][C:5]([CH:8]2[NH:12][C:11]([C:13]3[CH:18]=[CH:17][C:16]([O:19][CH3:20])=[CH:15][C:14]=3[O:21][CH2:22][CH3:23])=[N:10][CH:9]2[CH2:24][CH:25]2[CH2:29][CH2:28][CH2:27][CH2:26]2)=[CH:4][CH:3]=1.C(N(CC)CC)C.[C:37](Cl)([Cl:39])=[O:38], predict the reaction product. The product is: [Cl:1][C:2]1[CH:3]=[CH:4][C:5]([CH:8]2[N:12]([C:37]([Cl:39])=[O:38])[C:11]([C:13]3[CH:18]=[CH:17][C:16]([O:19][CH3:20])=[CH:15][C:14]=3[O:21][CH2:22][CH3:23])=[N:10][CH:9]2[CH2:24][CH:25]2[CH2:29][CH2:28][CH2:27][CH2:26]2)=[CH:6][CH:7]=1.